Dataset: NCI-60 drug combinations with 297,098 pairs across 59 cell lines. Task: Regression. Given two drug SMILES strings and cell line genomic features, predict the synergy score measuring deviation from expected non-interaction effect. (1) Drug 1: CC1OCC2C(O1)C(C(C(O2)OC3C4COC(=O)C4C(C5=CC6=C(C=C35)OCO6)C7=CC(=C(C(=C7)OC)O)OC)O)O. Drug 2: C1=CC=C(C(=C1)C(C2=CC=C(C=C2)Cl)C(Cl)Cl)Cl. Cell line: ACHN. Synergy scores: CSS=54.9, Synergy_ZIP=-1.20, Synergy_Bliss=-1.02, Synergy_Loewe=-34.6, Synergy_HSA=-0.452. (2) Drug 1: C1CCN(CC1)CCOC2=CC=C(C=C2)C(=O)C3=C(SC4=C3C=CC(=C4)O)C5=CC=C(C=C5)O. Drug 2: COC1=C(C=C2C(=C1)N=CN=C2NC3=CC(=C(C=C3)F)Cl)OCCCN4CCOCC4. Cell line: RPMI-8226. Synergy scores: CSS=10.8, Synergy_ZIP=3.82, Synergy_Bliss=5.02, Synergy_Loewe=2.15, Synergy_HSA=1.92. (3) Drug 1: C(CC(=O)O)C(=O)CN.Cl. Drug 2: C1C(C(OC1N2C=NC3=C2NC=NCC3O)CO)O. Cell line: SK-OV-3. Synergy scores: CSS=7.38, Synergy_ZIP=-3.56, Synergy_Bliss=2.88, Synergy_Loewe=-1.12, Synergy_HSA=-0.655. (4) Drug 2: CC1=C(N=C(N=C1N)C(CC(=O)N)NCC(C(=O)N)N)C(=O)NC(C(C2=CN=CN2)OC3C(C(C(C(O3)CO)O)O)OC4C(C(C(C(O4)CO)O)OC(=O)N)O)C(=O)NC(C)C(C(C)C(=O)NC(C(C)O)C(=O)NCCC5=NC(=CS5)C6=NC(=CS6)C(=O)NCCC[S+](C)C)O. Cell line: K-562. Drug 1: C1=CC(=CC=C1CCC2=CNC3=C2C(=O)NC(=N3)N)C(=O)NC(CCC(=O)O)C(=O)O. Synergy scores: CSS=36.4, Synergy_ZIP=2.51, Synergy_Bliss=0.816, Synergy_Loewe=-10.1, Synergy_HSA=-2.43. (5) Drug 2: CC1C(C(=O)NC(C(=O)N2CCCC2C(=O)N(CC(=O)N(C(C(=O)O1)C(C)C)C)C)C(C)C)NC(=O)C3=C4C(=C(C=C3)C)OC5=C(C(=O)C(=C(C5=N4)C(=O)NC6C(OC(=O)C(N(C(=O)CN(C(=O)C7CCCN7C(=O)C(NC6=O)C(C)C)C)C)C(C)C)C)N)C. Drug 1: COC1=C(C=C2C(=C1)N=CN=C2NC3=CC(=C(C=C3)F)Cl)OCCCN4CCOCC4. Synergy scores: CSS=47.9, Synergy_ZIP=7.21, Synergy_Bliss=11.2, Synergy_Loewe=11.6, Synergy_HSA=11.2. Cell line: HT29. (6) Drug 1: C1=NC2=C(N=C(N=C2N1C3C(C(C(O3)CO)O)F)Cl)N. Drug 2: CC1C(C(CC(O1)OC2CC(CC3=C2C(=C4C(=C3O)C(=O)C5=CC=CC=C5C4=O)O)(C(=O)C)O)N)O. Cell line: SK-MEL-5. Synergy scores: CSS=63.6, Synergy_ZIP=-4.88, Synergy_Bliss=-0.934, Synergy_Loewe=-9.84, Synergy_HSA=3.10. (7) Drug 1: CC1=C(C=C(C=C1)C(=O)NC2=CC(=CC(=C2)C(F)(F)F)N3C=C(N=C3)C)NC4=NC=CC(=N4)C5=CN=CC=C5. Drug 2: C1CN(P(=O)(OC1)NCCCl)CCCl. Cell line: SK-OV-3. Synergy scores: CSS=-9.26, Synergy_ZIP=7.71, Synergy_Bliss=6.56, Synergy_Loewe=-4.61, Synergy_HSA=-5.03. (8) Drug 1: CC1=C(C=C(C=C1)NC(=O)C2=CC=C(C=C2)CN3CCN(CC3)C)NC4=NC=CC(=N4)C5=CN=CC=C5. Drug 2: CC(C)(C#N)C1=CC(=CC(=C1)CN2C=NC=N2)C(C)(C)C#N. Cell line: RPMI-8226. Synergy scores: CSS=12.9, Synergy_ZIP=-5.86, Synergy_Bliss=-7.80, Synergy_Loewe=-3.84, Synergy_HSA=-7.88. (9) Synergy scores: CSS=55.5, Synergy_ZIP=1.61, Synergy_Bliss=2.49, Synergy_Loewe=-15.7, Synergy_HSA=6.71. Drug 2: C1CN1P(=S)(N2CC2)N3CC3. Cell line: NCI-H522. Drug 1: C1=CC(=C2C(=C1NCCNCCO)C(=O)C3=C(C=CC(=C3C2=O)O)O)NCCNCCO. (10) Drug 1: CC1=C(C=C(C=C1)NC2=NC=CC(=N2)N(C)C3=CC4=NN(C(=C4C=C3)C)C)S(=O)(=O)N.Cl. Drug 2: C1=NC2=C(N=C(N=C2N1C3C(C(C(O3)CO)O)F)Cl)N. Cell line: OVCAR-5. Synergy scores: CSS=13.0, Synergy_ZIP=-4.68, Synergy_Bliss=1.14, Synergy_Loewe=-18.1, Synergy_HSA=-0.656.